From a dataset of Full USPTO retrosynthesis dataset with 1.9M reactions from patents (1976-2016). Predict the reactants needed to synthesize the given product. (1) The reactants are: C(OC(=O)[NH:7][C:8]1([C:14]2[CH:19]=[CH:18][C:17]([C:20]3[C:25]([C:26]4[CH:31]=[CH:30][CH:29]=[CH:28][CH:27]=4)=[CH:24][N:23]4[N:32]=[C:33]([C:36]5[CH:41]=[CH:40][CH:39]=[CH:38][CH:37]=5)[C:34]([CH3:35])=[C:22]4[N:21]=3)=[CH:16][CH:15]=2)[CH2:11][C:10]([OH:13])([CH3:12])[CH2:9]1)(C)(C)C.C(O)(C(F)(F)F)=O. Given the product [NH2:7][C:8]1([C:14]2[CH:15]=[CH:16][C:17]([C:20]3[C:25]([C:26]4[CH:31]=[CH:30][CH:29]=[CH:28][CH:27]=4)=[CH:24][N:23]4[N:32]=[C:33]([C:36]5[CH:37]=[CH:38][CH:39]=[CH:40][CH:41]=5)[C:34]([CH3:35])=[C:22]4[N:21]=3)=[CH:18][CH:19]=2)[CH2:9][C:10]([CH3:12])([OH:13])[CH2:11]1, predict the reactants needed to synthesize it. (2) Given the product [C:1]([O:4][C@@H:5]1[C@@H:9]([CH2:10][O:11][C:12](=[O:14])[CH3:13])[O:8][C@@H:7]([N:15]2[C:25]3[N:24]=[C:22]([NH2:23])[N:21]=[C:19]([O:20][CH2:45][C:46]4[CH:51]=[CH:50][CH:49]=[CH:48][CH:47]=4)[C:18]=3[N:17]=[CH:16]2)[CH2:6]1)(=[O:3])[CH3:2], predict the reactants needed to synthesize it. The reactants are: [C:1]([O:4][C@@H:5]1[C@@H:9]([CH2:10][O:11][C:12](=[O:14])[CH3:13])[O:8][C@@H:7]([N:15]2[C:25]3[N:24]=[C:22]([NH2:23])[NH:21][C:19](=[O:20])[C:18]=3[N:17]=[CH:16]2)[CH2:6]1)(=[O:3])[CH3:2].C1(P(C2C=CC=CC=2)C2C=CC=CC=2)C=CC=CC=1.[CH2:45](O)[C:46]1[CH:51]=[CH:50][CH:49]=[CH:48][CH:47]=1.CC(OC(/N=N/C(OC(C)C)=O)=O)C. (3) Given the product [F:21][C:12]1[C:11]([O:10][CH:7]([C:4]2[S:5][CH:6]=[C:2]([C:31]#[C:30][C:27]3[CH:28]=[CH:29][C:24]([O:23][CH3:22])=[CH:25][CH:26]=3)[N:3]=2)[CH2:8][OH:9])=[CH:19][CH:18]=[C:17]([F:20])[C:13]=1[C:14]([NH2:16])=[O:15], predict the reactants needed to synthesize it. The reactants are: Br[C:2]1[N:3]=[C:4]([CH:7]([O:10][C:11]2[C:12]([F:21])=[C:13]([C:17]([F:20])=[CH:18][CH:19]=2)[C:14]([NH2:16])=[O:15])[CH2:8][OH:9])[S:5][CH:6]=1.[CH3:22][O:23][C:24]1[CH:29]=[CH:28][C:27]([C:30]#[CH:31])=[CH:26][CH:25]=1.CCN(CC)CC. (4) The reactants are: BrC1C=CC(C(C2(O)CCCCC2)CN2CCN(C)CC2)=CC=1.C1(C)C=CC(B(O)O)=CC=1.[CH3:34][C:35]1[CH:40]=[CH:39][C:38]([C:41]2[CH:46]=[CH:45][C:44]([CH:47]([C:56]3([OH:62])[CH2:61][CH2:60][CH2:59][CH2:58][CH2:57]3)[CH2:48][N:49]3[CH2:54][CH2:53][N:52]([CH3:55])[CH2:51][CH2:50]3)=[CH:43][CH:42]=2)=[CH:37][CH:36]=1.[ClH:63]. Given the product [ClH:63].[ClH:63].[CH3:34][C:35]1[CH:40]=[CH:39][C:38]([C:41]2[CH:42]=[CH:43][C:44]([CH:47]([C:56]3([OH:62])[CH2:61][CH2:60][CH2:59][CH2:58][CH2:57]3)[CH2:48][N:49]3[CH2:54][CH2:53][N:52]([CH3:55])[CH2:51][CH2:50]3)=[CH:45][CH:46]=2)=[CH:37][CH:36]=1, predict the reactants needed to synthesize it. (5) Given the product [OH:1][C:2]1[CH:7]=[CH:6][C:5]([CH2:8][CH2:9][C:10]([OH:12])=[O:11])=[CH:4][C:3]=1[O:13][CH3:14], predict the reactants needed to synthesize it. The reactants are: [OH:1][C:2]1[CH:7]=[CH:6][C:5]([CH:8]=[CH:9][C:10]([OH:12])=[O:11])=[CH:4][C:3]=1[O:13][CH3:14].[H][H]. (6) Given the product [CH3:11][N:4]1[C:5]2[C:10](=[CH:9][CH:8]=[CH:7][CH:6]=2)[C:21]2([CH2:26][CH2:25][CH2:24][CH2:23][CH2:22]2)[C:2]2[CH:15]=[CH:14][CH:13]=[CH:12][C:3]1=2, predict the reactants needed to synthesize it. The reactants are: Br[C:2]1[CH:15]=[CH:14][CH:13]=[CH:12][C:3]=1[N:4]([CH3:11])[C:5]1[CH:10]=[CH:9][CH:8]=[CH:7][CH:6]=1.[Li]CCCC.[C:21]1(=O)[CH2:26][CH2:25][CH2:24][CH2:23][CH2:22]1.OS(O)(=O)=O. (7) Given the product [C:13]([CH:12]([C:11]1[CH:15]=[CH:16][C:8]([OH:7])=[CH:9][CH:10]=1)[C:19]1([OH:25])[CH2:24][CH2:23][CH2:22][CH2:21][CH2:20]1)#[N:14], predict the reactants needed to synthesize it. The reactants are: CC([O-])(C)C.[K+].[OH:7][C:8]1[CH:16]=[CH:15][C:11]([CH2:12][C:13]#[N:14])=[CH:10][CH:9]=1.O.Cl.[C:19]1(=[O:25])[CH2:24][CH2:23][CH2:22][CH2:21][CH2:20]1.